Dataset: Reaction yield outcomes from USPTO patents with 853,638 reactions. Task: Predict the reaction yield, written as a fraction of the theoretical maximum amount of product (1.0 means a 100% yield; for example, 0.34 means a 34% yield). (1) The reactants are C[O:2][C:3]1[CH:8]=[CH:7][C:6]([N:9]2[CH2:14][CH2:13][N:12]([C:15]3[CH:20]=[CH:19][C:18]([N:21]4[C:25](=[O:26])[N:24](C(CCC)C)[N:23]=[CH:22]4)=[CH:17][CH:16]=3)[CH2:11][CH2:10]2)=[CH:5][CH:4]=1. The catalyst is Br. The product is [OH:2][C:3]1[CH:4]=[CH:5][C:6]([N:9]2[CH2:10][CH2:11][N:12]([C:15]3[CH:16]=[CH:17][C:18]([N:21]4[C:25](=[O:26])[N:24]([CH2:5][CH2:4][CH2:3][CH2:8][CH3:7])[N:23]=[CH:22]4)=[CH:19][CH:20]=3)[CH2:13][CH2:14]2)=[CH:7][CH:8]=1. The yield is 0.970. (2) The reactants are Cl[C:2]1[CH:7]=[CH:6][C:5](Cl)=[CH:4][C:3]=1[S:9]([NH:12][CH2:13][C:14]1[CH:15]=[C:16]([C:20]2[CH:21]=[C:22]3[C:26](=[C:27]([C:29]([NH2:31])=[O:30])[CH:28]=2)[NH:25][CH:24]=[C:23]3[CH:32]2[CH2:37][CH2:36][N:35]([S:38]([CH2:41][CH3:42])(=[O:40])=[O:39])[CH2:34][CH2:33]2)[CH:17]=[CH:18][CH:19]=1)(=[O:11])=[O:10].[Cl:43]C1C=CC(Cl)=CC=1S(Cl)(=O)=O. No catalyst specified. The product is [Cl:43][C:6]1[CH:7]=[CH:2][C:3]([S:9]([NH:12][CH2:13][C:14]2[CH:15]=[C:16]([C:20]3[CH:21]=[C:22]4[C:26](=[C:27]([C:29]([NH2:31])=[O:30])[CH:28]=3)[NH:25][CH:24]=[C:23]4[CH:32]3[CH2:37][CH2:36][N:35]([S:38]([CH2:41][CH3:42])(=[O:39])=[O:40])[CH2:34][CH2:33]3)[CH:17]=[CH:18][CH:19]=2)(=[O:11])=[O:10])=[CH:4][CH:5]=1. The yield is 0.130. (3) The reactants are Cl[C:2]1[CH:3]=[C:4](SC2[C:7]3[C:2](=[CH:3][C:4](C)=[CH:5][CH:6]=3)NC=2CCC(N)=O)[CH:5]=[C:6](Cl)[CH:7]=1.[Cl:25][C:26]1[CH:31]=[CH:30][C:29]([S:32][C:33]2[C:41]3[C:36](=[CH:37][CH:38]=[C:39]([CH3:42])[CH:40]=3)[NH:35][C:34]=2[C:43]([OH:45])=[O:44])=[CH:28][CH:27]=1.C(Cl)(=O)C(Cl)=O.C1(O)C=CC=CC=1.CCN(CC)CC. The catalyst is C1COCC1. The product is [Cl:25][C:26]1[CH:27]=[CH:28][C:29]([S:32][C:33]2[C:41]3[C:36](=[CH:37][CH:38]=[C:39]([CH3:42])[CH:40]=3)[NH:35][C:34]=2[C:43]([O:45][C:2]2[CH:3]=[CH:4][CH:5]=[CH:6][CH:7]=2)=[O:44])=[CH:30][CH:31]=1. The yield is 0.500. (4) The reactants are [OH:1][C:2]1[C:3]([C:13]([NH:15][CH2:16][C:17]([O:19]CC)=[O:18])=[O:14])=[C:4]2[C:9](=[CH:10][CH:11]=1)[N:8]=[C:7]([CH3:12])[CH:6]=[N:5]2.[OH-].[Na+]. The catalyst is CO.O1CCCC1. The product is [OH:1][C:2]1[C:3]([C:13]([NH:15][CH2:16][C:17]([OH:19])=[O:18])=[O:14])=[C:4]2[C:9](=[CH:10][CH:11]=1)[N:8]=[C:7]([CH3:12])[CH:6]=[N:5]2. The yield is 0.890. (5) The reactants are Cl[C:2]1[N:3]=[C:4]([OH:12])[C:5]2[CH:11]=[CH:10][N:9]=[CH:8][C:6]=2[N:7]=1.[CH:13]1([C:16]2[CH:21]=[CH:20][C:19]([N:22]([CH3:30])[C:23]3[CH:28]=[CH:27][C:26]([OH:29])=[CH:25][CH:24]=3)=[CH:18][CH:17]=2)[CH2:15][CH2:14]1. No catalyst specified. The product is [CH:13]1([C:16]2[CH:21]=[CH:20][C:19]([N:22]([CH3:30])[C:23]3[CH:28]=[CH:27][C:26]([O:29][C:2]4[N:3]=[C:4]([OH:12])[C:5]5[CH:11]=[CH:10][N:9]=[CH:8][C:6]=5[N:7]=4)=[CH:25][CH:24]=3)=[CH:18][CH:17]=2)[CH2:15][CH2:14]1. The yield is 0.0300.